Task: Predict the reaction yield, written as a fraction of the theoretical maximum amount of product (1.0 means a 100% yield; for example, 0.34 means a 34% yield).. Dataset: Reaction yield outcomes from USPTO patents with 853,638 reactions (1) The reactants are [Cl:1][C:2]1[CH:7]=[CH:6][C:5](I)=[CH:4][C:3]=1[C:9]1[O:13][N:12]=[C:11]([CH2:14][N:15]2[C:23]3[C:18](=[C:19]([C:26]([F:29])([F:28])[F:27])[C:20]([C:24]#[N:25])=[CH:21][CH:22]=3)[CH:17]=[C:16]2[CH2:30][CH2:31][CH3:32])[N:10]=1.[CH3:33][OH:34].CN([CH:38]=[O:39])C. The catalyst is CC([O-])=O.CC([O-])=O.[Pd+2]. The product is [Cl:1][C:2]1[CH:7]=[CH:6][C:5]([C:33]([O:39][CH3:38])=[O:34])=[CH:4][C:3]=1[C:9]1[O:13][N:12]=[C:11]([CH2:14][N:15]2[C:23]3[C:18](=[C:19]([C:26]([F:28])([F:29])[F:27])[C:20]([C:24]#[N:25])=[CH:21][CH:22]=3)[CH:17]=[C:16]2[CH2:30][CH2:31][CH3:32])[N:10]=1. The yield is 0.640. (2) The reactants are [CH3:1][O:2][C:3](=[O:15])[CH2:4][C@H:5]1[C:9]2[CH:10]=[CH:11][C:12]([OH:14])=[CH:13][C:8]=2[O:7][CH2:6]1.[CH2:16]([C:18]1[CH:23]=[C:22]([O:24][CH2:25][CH2:26][CH2:27][S:28]([CH3:31])(=[O:30])=[O:29])[CH:21]=[C:20]([CH2:32][CH3:33])[C:19]=1[C:34]1[CH:39]=[CH:38][CH:37]=[C:36]([CH2:40]O)[CH:35]=1)[CH3:17].C(P(CCCC)CCCC)CCC.N(C(N1CCCCC1)=O)=NC(N1CCCCC1)=O. The catalyst is C1(C)C=CC=CC=1.CCCCCC. The product is [CH3:1][O:2][C:3](=[O:15])[CH2:4][C@H:5]1[C:9]2[CH:10]=[CH:11][C:12]([O:14][CH2:40][C:36]3[CH:35]=[C:34]([C:19]4[C:18]([CH2:16][CH3:17])=[CH:23][C:22]([O:24][CH2:25][CH2:26][CH2:27][S:28]([CH3:31])(=[O:29])=[O:30])=[CH:21][C:20]=4[CH2:32][CH3:33])[CH:39]=[CH:38][CH:37]=3)=[CH:13][C:8]=2[O:7][CH2:6]1. The yield is 0.930. (3) The reactants are [CH3:1][C@@H:2]1[CH2:7][NH:6][CH2:5][CH2:4][NH:3]1.Br[C:9]1[CH:14]=[CH:13][C:12]([CH2:15][CH2:16][CH3:17])=[CH:11][CH:10]=1.C1C=CC(P(C2C=CC3C(=CC=CC=3)C=2C2C3C(=CC=CC=3)C=CC=2P(C2C=CC=CC=2)C2C=CC=CC=2)C2C=CC=CC=2)=CC=1.CC(C)([O-])C.[Na+]. The catalyst is C1(C)C=CC=CC=1.C([O-])(=O)C.[Pd+2].C([O-])(=O)C. The product is [CH3:1][C@H:2]1[NH:3][CH2:4][CH2:5][N:6]([C:9]2[CH:14]=[CH:13][C:12]([CH2:15][CH2:16][CH3:17])=[CH:11][CH:10]=2)[CH2:7]1. The yield is 0.360. (4) The reactants are [N:1]([CH2:4][CH2:5][CH2:6][C:7]1[CH:12]=[CH:11][CH:10]=[CH:9][CH:8]=1)=[C:2]=[O:3].[NH2:13][CH2:14][CH2:15][CH2:16][CH2:17][C:18]([CH3:22])([CH3:21])[CH2:19][OH:20]. The catalyst is C(Cl)Cl. The product is [OH:20][CH2:19][C:18]([CH3:22])([CH3:21])[CH2:17][CH2:16][CH2:15][CH2:14][NH:13][C:2]([NH:1][CH2:4][CH2:5][CH2:6][C:7]1[CH:12]=[CH:11][CH:10]=[CH:9][CH:8]=1)=[O:3]. The yield is 1.19. (5) The reactants are [Cl:1][C:2]1[N:3]=[CH:4][NH:5][CH:6]=1.Cl[C:8]1[CH:13]=[CH:12][C:11]([N+:14]([O-:16])=[O:15])=[CH:10][C:9]=1[O:17][CH3:18].[OH-].[K+].O. The catalyst is CS(C)=O. The product is [Cl:1][C:2]1[N:3]=[CH:4][N:5]([C:8]2[CH:13]=[CH:12][C:11]([N+:14]([O-:16])=[O:15])=[CH:10][C:9]=2[O:17][CH3:18])[CH:6]=1. The yield is 0.420. (6) The reactants are [OH:1][C:2]1[CH:3]=[C:4]([CH:7]=[CH:8][CH:9]=1)[CH:5]=[O:6].[CH3:10][C:11]([CH3:13])=O.[C:14]([O-:17])([O-])=[O:15].[K+].[K+]. No catalyst specified. The product is [O:15]=[C:14]1[CH:13]([O:1][C:2]2[CH:3]=[C:4]([CH:7]=[CH:8][CH:9]=2)[CH:5]=[O:6])[CH2:11][CH2:10][O:17]1. The yield is 0.240. (7) The reactants are [CH3:1][NH2:2].[F:3][C:4]1[C:9]2[N:10]([CH3:14])[C:11](=[O:13])[O:12][C:8]=2[CH:7]=[C:6]([N:15]2[CH2:19][C@H:18]([C:20]([O:22]C)=O)[O:17][C:16]2=[O:24])[CH:5]=1. The catalyst is CO. The product is [F:3][C:4]1[C:9]2[N:10]([CH3:14])[C:11](=[O:13])[O:12][C:8]=2[CH:7]=[C:6]([N:15]2[CH2:19][C@H:18]([C:20]([NH:2][CH3:1])=[O:22])[O:17][C:16]2=[O:24])[CH:5]=1. The yield is 0.190. (8) The reactants are [CH2:1]([O:3][C:4]([C:6]1([C:10]#[N:11])[CH2:9][CH2:8][CH2:7]1)=[O:5])[CH3:2].[H][H]. The catalyst is C(O)C.[Ni].O. The product is [CH2:1]([O:3][C:4]([C:6]1([CH2:10][NH2:11])[CH2:9][CH2:8][CH2:7]1)=[O:5])[CH3:2]. The yield is 0.720. (9) The reactants are [NH2:1][C:2]1[N:7]=[C:6]([C:8]2[NH:16][C:15]3[CH2:14][CH2:13][NH:12][C:11](=[O:17])[C:10]=3[CH:9]=2)[CH:5]=[CH:4][N:3]=1.FC(F)(F)C(O)=O.[CH:25]1([CH:31]=O)[CH2:30][CH2:29][CH2:28][CH2:27][CH2:26]1.C(O[BH-](OC(=O)C)OC(=O)C)(=O)C.[Na+]. The catalyst is CN(C=O)C. The product is [CH:25]1([CH2:31][NH:1][C:2]2[N:7]=[C:6]([C:8]3[NH:16][C:15]4[CH2:14][CH2:13][NH:12][C:11](=[O:17])[C:10]=4[CH:9]=3)[CH:5]=[CH:4][N:3]=2)[CH2:30][CH2:29][CH2:28][CH2:27][CH2:26]1. The yield is 0.400.